This data is from Reaction yield outcomes from USPTO patents with 853,638 reactions. The task is: Predict the reaction yield, written as a fraction of the theoretical maximum amount of product (1.0 means a 100% yield; for example, 0.34 means a 34% yield). The reactants are [S:1]1[CH:5]=[C:4]([CH2:6][N:7]([C@@H:52]([CH3:60])[CH:53]([O:57][CH2:58][CH3:59])[O:54][CH2:55][CH3:56])[C:8](=[O:51])[C@@H:9]([NH:33]C(=O)OCC2C3C=CC=CC=3C3C2=CC=CC=3)[CH2:10][C:11](=[O:32])[NH:12][C:13]([C:26]2[CH:31]=[CH:30][CH:29]=[CH:28][CH:27]=2)([C:20]2[CH:25]=[CH:24][CH:23]=[CH:22][CH:21]=2)[C:14]2[CH:19]=[CH:18][CH:17]=[CH:16][CH:15]=2)[C:3]2[CH:61]=[CH:62][CH:63]=[CH:64][C:2]1=2.N1CCCCC1.CC(=O)OCC.CO. The catalyst is C(Cl)Cl. The product is [NH2:33][C@@H:9]([CH2:10][C:11]([NH:12][C:13]([C:14]1[CH:19]=[CH:18][CH:17]=[CH:16][CH:15]=1)([C:26]1[CH:27]=[CH:28][CH:29]=[CH:30][CH:31]=1)[C:20]1[CH:21]=[CH:22][CH:23]=[CH:24][CH:25]=1)=[O:32])[C:8]([N:7]([CH2:6][C:4]1[C:3]2[CH:61]=[CH:62][CH:63]=[CH:64][C:2]=2[S:1][CH:5]=1)[C@@H:52]([CH3:60])[CH:53]([O:54][CH2:55][CH3:56])[O:57][CH2:58][CH3:59])=[O:51]. The yield is 0.860.